Dataset: Reaction yield outcomes from USPTO patents with 853,638 reactions. Task: Predict the reaction yield, written as a fraction of the theoretical maximum amount of product (1.0 means a 100% yield; for example, 0.34 means a 34% yield). (1) The reactants are [Br:1][C:2]1[CH:3]=[N:4][CH:5]=[C:6]([N+:9]([O-])=O)[C:7]=1[CH3:8].O. The catalyst is C(O)(=O)C.C(OCC)(=O)C.[OH-].[Na+].[Fe]. The product is [Br:1][C:2]1[C:7]([CH3:8])=[C:6]([NH2:9])[CH:5]=[N:4][CH:3]=1. The yield is 0.860. (2) The reactants are C(N(CC)C(C)C)(C)C.[CH:10]1([N:13]2[CH:17]=[C:16]([C:18]3[CH:19]=[C:20]4[C:25](=[CH:26][CH:27]=3)[N:24]([C:28](=[O:30])[CH3:29])[C@@H:23]([CH3:31])[CH2:22][NH:21]4)[CH:15]=[N:14]2)[CH2:12][CH2:11]1.[CH:32]1([C:35](Cl)=[O:36])[CH2:34][CH2:33]1. The catalyst is ClCCCl. The product is [CH:32]1([C:35]([N:21]2[C:20]3[C:25](=[CH:26][CH:27]=[C:18]([C:16]4[CH:15]=[N:14][N:13]([CH:10]5[CH2:12][CH2:11]5)[CH:17]=4)[CH:19]=3)[N:24]([C:28](=[O:30])[CH3:29])[C@@H:23]([CH3:31])[CH2:22]2)=[O:36])[CH2:34][CH2:33]1. The yield is 0.720. (3) The reactants are [NH2:1][CH2:2][CH2:3][CH2:4][OH:5].[N:6]1[CH:11]=[CH:10][N:9]=[CH:8][C:7]=1[C:12](O)=[O:13].CCN(C(C)C)C(C)C.C1C=CC2N(O)N=NC=2C=1.CCN=C=NCCCN(C)C.Cl. The catalyst is C(Cl)Cl.[Cl-].[Na+].O. The product is [OH:5][CH2:4][CH2:3][CH2:2][NH:1][C:12]([C:7]1[CH:8]=[N:9][CH:10]=[CH:11][N:6]=1)=[O:13]. The yield is 0.680. (4) The reactants are FC(F)(F)S(O[CH2:7][CH2:8][N:9]([CH2:22][CH2:23]OS(C(F)(F)F)(=O)=O)[S:10]([C:13]1[CH:18]=[CH:17][CH:16]=[CH:15][C:14]=1[N+:19]([O-:21])=[O:20])(=[O:12])=[O:11])(=O)=O.Cl.[CH3:35][O:36][C:37]([C:39]1([NH2:42])[CH2:41][CH2:40]1)=[O:38].C(=O)([O-])[O-].[Na+].[Na+]. The catalyst is C(#N)C.C(OCC)(=O)C. The product is [CH3:35][O:36][C:37]([C:39]1([N:42]2[CH2:7][CH2:8][N:9]([S:10]([C:13]3[CH:18]=[CH:17][CH:16]=[CH:15][C:14]=3[N+:19]([O-:21])=[O:20])(=[O:11])=[O:12])[CH2:22][CH2:23]2)[CH2:41][CH2:40]1)=[O:38]. The yield is 0.800. (5) The reactants are [C:1]([O:4][CH2:5][C@@H:6]1[C@@H:11]([O:12][C:13](=[O:15])[CH3:14])[C@H:10]([O:16][C:17](=[O:19])[CH3:18])[C@@H:9]([O:20][C:21](=[O:23])[CH3:22])[C@H:8]([N:24]2[C:32]3[C:27](=[C:28]([CH3:33])[CH:29]=[CH:30][CH:31]=3)[C:26]([CH2:34][C:35]3[CH:40]=[CH:39][C:38]([O:41]CC4C=CC=CC=4)=[CH:37][CH:36]=3)=[CH:25]2)[O:7]1)(=[O:3])[CH3:2].CO.O1CCCC1.C([O-])=O.[NH4+]. No catalyst specified. The product is [C:1]([O:4][CH2:5][C@@H:6]1[C@@H:11]([O:12][C:13](=[O:15])[CH3:14])[C@H:10]([O:16][C:17](=[O:19])[CH3:18])[C@@H:9]([O:20][C:21](=[O:23])[CH3:22])[C@H:8]([N:24]2[C:32]3[C:27](=[C:28]([CH3:33])[CH:29]=[CH:30][CH:31]=3)[C:26]([CH2:34][C:35]3[CH:40]=[CH:39][C:38]([OH:41])=[CH:37][CH:36]=3)=[CH:25]2)[O:7]1)(=[O:3])[CH3:2]. The yield is 0.990. (6) The reactants are F[C:2]1[CH:7]=[CH:6][C:5]([CH2:8][C:9]([O:11][CH3:12])=[O:10])=[C:4]([OH:13])[CH:3]=1.[Br-].OC1C=C([C:42]([F:45])([F:44])[F:43])C=CC=1C[P+](C1C=CC=CC=1)(C1C=CC=CC=1)C1C=CC=CC=1.ClC(OC)=O. No catalyst specified. The product is [OH:13][C:4]1[CH:3]=[C:2]([C:42]([F:45])([F:44])[F:43])[CH:7]=[CH:6][C:5]=1[CH2:8][C:9]([O:11][CH3:12])=[O:10]. The yield is 0.310. (7) The reactants are [N:1]1[CH:6]=[CH:5][N:4]=[CH:3][C:2]=1C(O)=O.[O:10]1[CH2:14]CCC1.CC[N:17](C(C)C)C(C)C.[F:24][C:25]([F:46])([F:45])[CH:26]1[CH2:31][CH2:30][CH2:29][N:28]([C:32]2[CH:33]=[CH:34][C:35]3[N:42]4[CH2:43][C@H:38]([CH2:39][CH2:40][CH2:41]4)[NH:37][C:36]=3[N:44]=2)[CH2:27]1. The catalyst is O.C(OCC)(=O)C. The product is [N:1]1[CH:6]=[CH:5][N:4]=[CH:3][C:2]=1[NH:17][C:14]([N:37]1[C@@H:38]2[CH2:43][N:42]([CH2:41][CH2:40][CH2:39]2)[C:35]2[CH:34]=[CH:33][C:32]([N:28]3[CH2:29][CH2:30][CH2:31][CH:26]([C:25]([F:24])([F:45])[F:46])[CH2:27]3)=[N:44][C:36]1=2)=[O:10]. The yield is 0.150. (8) The reactants are [Cl:1][C:2]1[N:10](CC=C)[C:9]2[C:8](=[O:14])[NH:7][C:6](=[O:15])[N:5]([CH2:16][CH2:17][CH2:18][CH2:19][CH3:20])[C:4]=2[N:3]=1.CS(C)=O.N1CCOCC1. The catalyst is C1COCC1.CCOC(C)=O.[Pd].C1(P(C2C=CC=CC=2)C2C=CC=CC=2)C=CC=CC=1.C1(P(C2C=CC=CC=2)C2C=CC=CC=2)C=CC=CC=1.C1(P(C2C=CC=CC=2)C2C=CC=CC=2)C=CC=CC=1.C1(P(C2C=CC=CC=2)C2C=CC=CC=2)C=CC=CC=1. The product is [Cl:1][C:2]1[NH:10][C:9]2[C:8](=[O:14])[NH:7][C:6](=[O:15])[N:5]([CH2:16][CH2:17][CH2:18][CH2:19][CH3:20])[C:4]=2[N:3]=1. The yield is 0.330. (9) The reactants are [OH:1][C:2]([CH3:21])([CH3:20])[CH2:3][N:4]1[CH2:9][CH2:8][N:7](C(OCC2C=CC=CC=2)=O)[CH2:6][CH2:5]1.[ClH:22].O1CCOCC1. The catalyst is CCO.[Pd].CCOC(C)=O. The product is [ClH:22].[CH3:21][C:2]([OH:1])([CH3:20])[CH2:3][N:4]1[CH2:5][CH2:6][NH:7][CH2:8][CH2:9]1. The yield is 0.860.